Task: Binary Classification. Given a drug SMILES string, predict its activity (active/inactive) in a high-throughput screening assay against a specified biological target.. Dataset: Choline transporter screen with 302,306 compounds (1) The molecule is S=C1N\C(=C2/c3c(NC2=O)cccc3)C(=O)N1. The result is 0 (inactive). (2) The drug is O=c1n2CCCCCc2nc2c1cc(NC(=O)C(=O)Nc1cc(OC)c(OC)c(OC)c1)cc2. The result is 0 (inactive).